This data is from Catalyst prediction with 721,799 reactions and 888 catalyst types from USPTO. The task is: Predict which catalyst facilitates the given reaction. (1) Reactant: [CH:1]1([NH2:4])[CH2:3][CH2:2]1.C(N(CC)CC)C.Cl[C:13](=[O:26])[CH2:14][CH2:15][CH2:16][CH2:17][CH2:18][CH2:19][CH2:20][CH2:21][C:22]([O:24]C)=[O:23].Cl.[OH-].[Na+]. Product: [CH:1]1([NH:4][C:13](=[O:26])[CH2:14][CH2:15][CH2:16][CH2:17][CH2:18][CH2:19][CH2:20][CH2:21][C:22]([OH:24])=[O:23])[CH2:3][CH2:2]1. The catalyst class is: 1. (2) Reactant: [Cl:1][C:2]1[N:10](CC=C)[C:9]2[C:8](=[O:14])[NH:7][C:6](=[O:15])[N:5]([CH2:16][CH2:17][CH2:18][CH2:19][CH3:20])[C:4]=2[N:3]=1.C([O-])([O-])=O.[Cs+].[Cs+].Cl[CH2:28][CH2:29][OH:30].N1CCOCC1. Product: [Cl:1][C:2]1[NH:10][C:9]2[C:8](=[O:14])[N:7]([CH2:28][CH2:29][OH:30])[C:6](=[O:15])[N:5]([CH2:16][CH2:17][CH2:18][CH2:19][CH3:20])[C:4]=2[N:3]=1. The catalyst class is: 128. (3) Reactant: [CH:1]1([C:6]([OH:23])([C:17]#[C:18][Si](C)(C)C)[CH2:7][C:8]2[O:13][C:12]([CH3:15])([CH3:14])[O:11][C:10](=[O:16])[CH:9]=2)[CH2:5][CH2:4][CH2:3][CH2:2]1.[F-].[Cs+]. Product: [CH:1]1([C:6]([OH:23])([C:17]#[CH:18])[CH2:7][C:8]2[O:13][C:12]([CH3:15])([CH3:14])[O:11][C:10](=[O:16])[CH:9]=2)[CH2:5][CH2:4][CH2:3][CH2:2]1. The catalyst class is: 5. (4) Reactant: [CH3:1][O:2][C:3](=[O:18])[CH:4]([NH:7][C:8]([O:10][CH2:11][C:12]1[CH:17]=[CH:16][CH:15]=[CH:14][CH:13]=1)=[O:9])[CH2:5][OH:6].[O:19]1[CH2:24][CH2:23][C:22](=O)[CH2:21][CH2:20]1.C1(C)C=CC(S(O)(=O)=O)=CC=1.CCOC(C)=O. Product: [CH3:1][O:2][C:3]([CH:4]1[N:7]([C:8]([O:10][CH2:11][C:12]2[CH:13]=[CH:14][CH:15]=[CH:16][CH:17]=2)=[O:9])[C:22]2([CH2:23][CH2:24][O:19][CH2:20][CH2:21]2)[O:6][CH2:5]1)=[O:18]. The catalyst class is: 11.